This data is from Forward reaction prediction with 1.9M reactions from USPTO patents (1976-2016). The task is: Predict the product of the given reaction. (1) Given the reactants [C:1]1([N:7]2[C:12](=[O:13])[C:11]3[S:14][CH:15]=[C:16]([C:17]4[CH:22]=[CH:21][CH:20]=[CH:19][CH:18]=4)[C:10]=3[N:9]=[CH:8]2)[CH:6]=[CH:5][CH:4]=[CH:3][CH:2]=1.NC1C(C2C=CC=CC=2)=CSC=1[C:35](OC)=[O:36].C(OCC)(OCC)OCC.COC1C=CC(N)=CC=1, predict the reaction product. The product is: [CH3:35][O:36][C:4]1[CH:5]=[CH:6][C:1]([N:7]2[C:12](=[O:13])[C:11]3[S:14][CH:15]=[C:16]([C:17]4[CH:18]=[CH:19][CH:20]=[CH:21][CH:22]=4)[C:10]=3[N:9]=[CH:8]2)=[CH:2][CH:3]=1. (2) Given the reactants F[C:2]1[CH:3]=[CH:4][C:5]([N+:9]([O-:11])=[O:10])=[C:6]([CH3:8])[CH:7]=1.Cl.[CH3:13][C@@H:14]1[CH2:18][CH2:17][CH2:16][N:15]1[CH:19]1[CH2:23][CH2:22][NH:21][CH2:20]1.C(=O)([O-])[O-].[K+].[K+], predict the reaction product. The product is: [CH3:13][C@@H:14]1[CH2:18][CH2:17][CH2:16][N:15]1[CH:19]1[CH2:23][CH2:22][N:21]([C:2]2[CH:3]=[CH:4][C:5]([N+:9]([O-:11])=[O:10])=[C:6]([CH3:8])[CH:7]=2)[CH2:20]1. (3) Given the reactants C([N:8]1[CH2:13][CH:12]([CH3:14])[O:11][CH2:10][CH:9]1[C:15]([OH:18])([CH3:17])[CH3:16])C1C=CC=CC=1, predict the reaction product. The product is: [CH3:14][CH:12]1[CH2:13][NH:8][CH:9]([C:15]([OH:18])([CH3:17])[CH3:16])[CH2:10][O:11]1. (4) Given the reactants [Cl:1]C(N(C)C)=C(C)C.[CH3:9][N:10]1[CH:14]=[C:13]([NH:15][C:16]([O:18][C:19]([CH3:22])([CH3:21])[CH3:20])=[O:17])[N:12]=[C:11]1[C:23]([OH:25])=O, predict the reaction product. The product is: [CH3:9][N:10]1[CH:14]=[C:13]([NH:15][C:16]([O:18][C:19]([CH3:22])([CH3:21])[CH3:20])=[O:17])[N:12]=[C:11]1[C:23]([Cl:1])=[O:25]. (5) Given the reactants [OH2:1].[N+:2]([C:5]1[CH:13]=[C:12]2[C:8]([CH:9]=[N:10][N:11]2[C:14]([C:27]2[CH:32]=[CH:31][CH:30]=[CH:29][CH:28]=2)([C:21]2[CH:26]=[CH:25][CH:24]=[CH:23][CH:22]=2)[C:15]2[CH:20]=[CH:19][CH:18]=[CH:17][CH:16]=2)=[CH:7][C:6]=1[CH2:33][CH2:34][OH:35])([O-:4])=[O:3], predict the reaction product. The product is: [N+:2]([C:5]1[CH:13]=[C:12]2[C:8]([CH:9]=[N:10][N:11]2[C:14]([C:15]2[CH:16]=[CH:17][CH:18]=[CH:19][CH:20]=2)([C:21]2[CH:26]=[CH:25][CH:24]=[CH:23][CH:22]=2)[C:27]2[CH:28]=[CH:29][CH:30]=[CH:31][CH:32]=2)=[CH:7][C:6]=1[CH2:33][C:34]([OH:1])=[O:35])([O-:4])=[O:3]. (6) Given the reactants [C:1]([N:4]1[CH2:9][CH2:8][C:7](=O)[CH2:6][CH2:5]1)(=[O:3])[CH3:2].N1CCCCC1.CC1C=CC(S(O)(=O)=O)=CC=1.[Br:28][C:29]1[CH:37]=[CH:36][C:32]([C:33](Cl)=O)=[CH:31][CH:30]=1.Cl.[NH2:39][NH2:40], predict the reaction product. The product is: [Br:28][C:29]1[CH:37]=[CH:36][C:32]([C:33]2[C:6]3[CH2:5][N:4]([C:1](=[O:3])[CH3:2])[CH2:9][CH2:8][C:7]=3[NH:40][N:39]=2)=[CH:31][CH:30]=1. (7) The product is: [Cl:1][C:2]1[C:3]2[N:4]([C:23]([CH2:24][CH:25]3[CH2:27][CH2:26]3)=[N:22][N:21]=2)[N:5]=[CH:6][C:7]=1[N:8]1[CH2:13][CH2:12][CH:11]([C:14]2[CH:19]=[CH:18][CH:17]=[CH:16][C:15]=2[F:20])[CH2:10][CH2:9]1. Given the reactants [Cl:1][C:2]1[C:7]([N:8]2[CH2:13][CH2:12][CH:11]([C:14]3[CH:19]=[CH:18][CH:17]=[CH:16][C:15]=3[F:20])[CH2:10][CH2:9]2)=[CH:6][N:5]=[N:4][C:3]=1[NH:21][NH:22][C:23](=O)[CH2:24][CH:25]1[CH2:27][CH2:26]1.P(Cl)(Cl)(Cl)=O, predict the reaction product.